From a dataset of Forward reaction prediction with 1.9M reactions from USPTO patents (1976-2016). Predict the product of the given reaction. (1) The product is: [F:28][C:3]([F:27])([F:2])[C:4]1[CH:26]=[CH:25][CH:24]=[CH:23][C:5]=1[CH:6]([O:18][CH:19]1[CH2:22][N:21]([C:34]([NH:33][C:29]([CH3:32])([CH3:31])[CH3:30])=[O:35])[CH2:20]1)[C:7]1[CH:12]=[CH:11][C:10]([O:13][C:14]([F:17])([F:16])[F:15])=[CH:9][CH:8]=1. Given the reactants Cl.[F:2][C:3]([F:28])([F:27])[C:4]1[CH:26]=[CH:25][CH:24]=[CH:23][C:5]=1[CH:6]([O:18][CH:19]1[CH2:22][NH:21][CH2:20]1)[C:7]1[CH:12]=[CH:11][C:10]([O:13][C:14]([F:17])([F:16])[F:15])=[CH:9][CH:8]=1.[C:29]([N:33]=[C:34]=[O:35])([CH3:32])([CH3:31])[CH3:30].C(=O)([O-])[O-], predict the reaction product. (2) Given the reactants [CH3:1][O:2][C:3]1[CH:8]=[C:7]([C:9]([NH:11]C(=O)/C=C\C(O)=O)=[O:10])[CH:6]=[CH:5][N:4]=1.O=P(Cl)(Cl)Cl.[NH2:24][NH:25][C:26](=[N:35][C:36]1[CH:41]=[CH:40][CH:39]=[CH:38][C:37]=1[Cl:42])[C:27]1[CH:32]=[CH:31][C:30]([Cl:33])=[CH:29][C:28]=1[Cl:34].C([O-])([O-])=O.[K+].[K+], predict the reaction product. The product is: [Cl:34][C:28]1[CH:29]=[C:30]([Cl:33])[CH:31]=[CH:32][C:27]=1[C:26]1[N:35]([C:36]2[CH:41]=[CH:40][CH:39]=[CH:38][C:37]=2[Cl:42])[C:6](/[CH:7]=[CH:8]/[C:3]2[O:10][C:9]([C:7]3[CH:6]=[CH:5][N:4]=[C:3]([O:2][CH3:1])[CH:8]=3)=[N:11][N:4]=2)=[N:24][N:25]=1. (3) Given the reactants C([O-])([O-])=O.[K+].[K+].[C:7]1([OH:13])[CH:12]=[CH:11][CH:10]=[CH:9][CH:8]=1.Br[C:15]1[CH:21]=[C:20]([CH:22]([CH3:24])[CH3:23])[C:18]([NH2:19])=[C:17]([CH:25]([CH3:27])[CH3:26])[CH:16]=1.CN1C=CN=C1, predict the reaction product. The product is: [CH:22]([C:20]1[CH:21]=[C:15]([O:13][C:7]2[CH:12]=[CH:11][CH:10]=[CH:9][CH:8]=2)[CH:16]=[C:17]([CH:25]([CH3:27])[CH3:26])[C:18]=1[NH2:19])([CH3:24])[CH3:23]. (4) Given the reactants Cl.[N:2]1([C:6]([C:8]2[CH:41]=[CH:40][C:11]([O:12][C:13]3[CH:14]=[C:15]([CH:25]=[C:26]([O:28][C@@H:29]([CH3:39])[CH2:30][O:31][Si](C(C)(C)C)(C)C)[CH:27]=3)[C:16]([NH:18][C:19]3[S:23][N:22]=[C:21]([CH3:24])[N:20]=3)=[O:17])=[C:10]([F:42])[CH:9]=2)=[O:7])[CH2:5][CH2:4][CH2:3]1.C(=O)(O)[O-].[Na+], predict the reaction product. The product is: [N:2]1([C:6]([C:8]2[CH:41]=[CH:40][C:11]([O:12][C:13]3[CH:14]=[C:15]([CH:25]=[C:26]([O:28][C@@H:29]([CH3:39])[CH2:30][OH:31])[CH:27]=3)[C:16]([NH:18][C:19]3[S:23][N:22]=[C:21]([CH3:24])[N:20]=3)=[O:17])=[C:10]([F:42])[CH:9]=2)=[O:7])[CH2:3][CH2:4][CH2:5]1. (5) Given the reactants [NH:1]1[CH2:5][CH2:4][CH:3]([OH:6])[CH2:2]1.[C:7]([NH:10][C:11]1[S:12][C:13]([S:17](Cl)(=[O:19])=[O:18])=[C:14]([CH3:16])[N:15]=1)(=[O:9])[CH3:8].C(N(CC)CC)C, predict the reaction product. The product is: [C:7]([NH:10][C:11]1[S:12][C:13]([S:17]([N:1]2[CH2:5][CH2:4][CH:3]([OH:6])[CH2:2]2)(=[O:18])=[O:19])=[C:14]([CH3:16])[N:15]=1)(=[O:9])[CH3:8]. (6) Given the reactants Br[C:2]1[N:6]2[N:7]=[C:8]([C:11]3[CH:16]=[CH:15][C:14]([O:17][CH3:18])=[C:13]([O:19][CH3:20])[CH:12]=3)[CH:9]=[CH:10][C:5]2=[N:4][C:3]=1[CH3:21].C([O-])([O-])=O.[K+].[K+].C[N:29](C)[CH:30]=[O:31], predict the reaction product. The product is: [CH3:20][O:19][C:13]1[CH:12]=[C:11]([C:8]2[CH:9]=[CH:10][C:5]3[N:6]([C:2]([C:11]4[CH:16]=[CH:15][C:14]([C:30]([NH2:29])=[O:31])=[CH:13][CH:12]=4)=[C:3]([CH3:21])[N:4]=3)[N:7]=2)[CH:16]=[CH:15][C:14]=1[O:17][CH3:18].